This data is from NCI-60 drug combinations with 297,098 pairs across 59 cell lines. The task is: Regression. Given two drug SMILES strings and cell line genomic features, predict the synergy score measuring deviation from expected non-interaction effect. Drug 1: C1=CC=C(C(=C1)C(C2=CC=C(C=C2)Cl)C(Cl)Cl)Cl. Drug 2: CC12CCC3C(C1CCC2O)C(CC4=C3C=CC(=C4)O)CCCCCCCCCS(=O)CCCC(C(F)(F)F)(F)F. Cell line: DU-145. Synergy scores: CSS=-2.80, Synergy_ZIP=0.0277, Synergy_Bliss=-2.32, Synergy_Loewe=-3.65, Synergy_HSA=-4.28.